Predict the reactants needed to synthesize the given product. From a dataset of Full USPTO retrosynthesis dataset with 1.9M reactions from patents (1976-2016). (1) Given the product [O:1]([CH:2]([C:4]1[CH:13]=[CH:12][C:7]([C:8]([O:10][CH3:11])=[O:9])=[CH:6][CH:5]=1)[CH3:3])[C:14]1[CH:19]=[CH:18][CH:17]=[CH:16][CH:15]=1, predict the reactants needed to synthesize it. The reactants are: [OH:1][CH:2]([C:4]1[CH:13]=[CH:12][C:7]([C:8]([O:10][CH3:11])=[O:9])=[CH:6][CH:5]=1)[CH3:3].[C:14]1(O)[CH:19]=[CH:18][CH:17]=[CH:16][CH:15]=1.C1(P(C2C=CC=CC=2)C2C=CC=CC=2)C=CC=CC=1.N(C(OC(C)C)=O)=NC(OC(C)C)=O. (2) Given the product [CH3:32][NH:31][CH2:36][CH2:37][NH:38][C:39](=[O:68])/[CH:40]=[CH:41]/[C@@H:42]([NH:50][C:51]([NH:53][C:54]1[CH:59]=[CH:58][C:57]([O:60][C:61]2[CH:66]=[CH:65][CH:64]=[CH:63][CH:62]=2)=[CH:56][CH:55]=1)=[O:52])[CH2:43][C:44]1[CH:49]=[CH:48][CH:47]=[CH:46][CH:45]=1, predict the reactants needed to synthesize it. The reactants are: O(C1C=CC(NC(=O)N[C@@H](CC2C=CC=CC=2)/C=C/C(O)=O)=CC=1)C1C=CC=CC=1.[N:31]1([CH2:36][CH2:37][NH:38][C:39](=[O:68])/[CH:40]=[CH:41]/[C@@H:42]([NH:50][C:51]([NH:53][C:54]2[CH:59]=[CH:58][C:57]([O:60][C:61]3[CH:66]=[CH:65][C:64](F)=[CH:63][CH:62]=3)=[CH:56][CH:55]=2)=[O:52])[CH2:43][C:44]2[CH:49]=[CH:48][CH:47]=[CH:46][CH:45]=2)CCC[CH2:32]1.Cl.O(C1C=CC(N=C=O)=CC=1)C1C=CC=CC=1.